From a dataset of Full USPTO retrosynthesis dataset with 1.9M reactions from patents (1976-2016). Predict the reactants needed to synthesize the given product. (1) Given the product [ClH:1].[Cl:1][C:2]1[C:7]2[O:8][C:9]3[CH2:14][CH2:13][NH:12][CH2:11][C:10]=3[C:6]=2[CH:5]=[C:4]([CH:22]([C:23]2[CH:28]=[CH:27][CH:26]=[CH:25][CH:24]=2)[OH:29])[CH:3]=1, predict the reactants needed to synthesize it. The reactants are: [Cl:1][C:2]1[C:7]2[O:8][C:9]3[CH2:14][CH2:13][N:12](C(OC(C)(C)C)=O)[CH2:11][C:10]=3[C:6]=2[CH:5]=[C:4]([CH:22]([OH:29])[C:23]2[CH:28]=[CH:27][CH:26]=[CH:25][CH:24]=2)[CH:3]=1.FC(F)(F)C(O)=O. (2) Given the product [NH2:15][C:7]1[C:3]([C:4]([NH2:6])=[O:5])=[C:2]([F:1])[C:10]([O:11][CH3:12])=[C:9]([O:13][CH3:14])[CH:8]=1, predict the reactants needed to synthesize it. The reactants are: [F:1][C:2]1[C:10]([O:11][CH3:12])=[C:9]([O:13][CH3:14])[CH:8]=[C:7]([N+:15]([O-])=O)[C:3]=1[C:4]([NH2:6])=[O:5]. (3) Given the product [NH2:13][C:14]1[C:15]([C:19]2[N:20]([CH2:31][CH3:32])[C:21]3[C:26]([C:1]([N:8]4[CH:12]=[CH:11][N:10]=[CH:9]4)=[O:2])=[CH:25][N:24]=[CH:23][C:22]=3[N:30]=2)=[N:16][O:17][N:18]=1, predict the reactants needed to synthesize it. The reactants are: [C:1]([N:8]1[CH:12]=[CH:11][N:10]=[CH:9]1)(N1C=CN=C1)=[O:2].[NH2:13][C:14]1[C:15]([C:19]2[N:20]([CH2:31][CH3:32])[C:21]3[C:26](C(O)=O)=[CH:25][N:24]=[CH:23][C:22]=3[N:30]=2)=[N:16][O:17][N:18]=1.CCOCC. (4) Given the product [OH:1][C:2]1[CH:9]=[CH:8][C:5]([CH:6]=[CH2:7])=[CH:4][CH:3]=1.[O:10]1[CH:16]2[CH:11]1[CH2:12][CH:13]([CH2:17][O:18][C:19](=[O:23])[C:20]([CH3:22])=[CH2:21])[CH2:14][CH2:15]2, predict the reactants needed to synthesize it. The reactants are: [OH:1][C:2]1[CH:9]=[CH:8][C:5]([CH:6]=[CH2:7])=[CH:4][CH:3]=1.[O:10]1[CH:16]2[CH:11]1[CH2:12][CH:13]([CH2:17][O:18][C:19](=[O:23])[C:20]([CH3:22])=[CH2:21])[CH2:14][CH2:15]2.N(C(C)(C)C#N)=NC(C)(C)C#N.C1(C)C=CC=CC=1. (5) Given the product [CH:1]1([CH2:7][C@H:8]([N:25]2[CH2:29][C:28]3[CH2:30][C:31]4[C:32]([O:38][CH3:39])=[CH:33][CH:34]=[CH:35][C:36]=4[O:37][C:27]=3[C:26]2=[O:40])[C:9]([NH:11][C:12]2[CH:16]=[CH:15][N:14]([CH2:17][C@@H:18]([OH:19])[CH2:22][OH:21])[N:13]=2)=[O:10])[CH2:2][CH2:3][CH2:4][CH2:5][CH2:6]1, predict the reactants needed to synthesize it. The reactants are: [CH:1]1([CH2:7][C@H:8]([N:25]2[CH2:29][C:28]3[CH2:30][C:31]4[C:32]([O:38][CH3:39])=[CH:33][CH:34]=[CH:35][C:36]=4[O:37][C:27]=3[C:26]2=[O:40])[C:9]([NH:11][C:12]2[CH:16]=[CH:15][N:14]([CH2:17][C@@H:18]3[CH2:22][O:21]C(C)(C)[O:19]3)[N:13]=2)=[O:10])[CH2:6][CH2:5][CH2:4][CH2:3][CH2:2]1.Cl.